From a dataset of Catalyst prediction with 721,799 reactions and 888 catalyst types from USPTO. Predict which catalyst facilitates the given reaction. (1) Reactant: [F:1][C:2]1[N:7]2[CH:8]=[C:9]([CH:11]=[O:12])[N:10]=[C:6]2[C:5]([F:13])=[CH:4][CH:3]=1.[N:14]1[C:23]2[CH:22]([NH2:24])[CH2:21][CH2:20][CH2:19][C:18]=2[CH:17]=[CH:16][CH:15]=1.[C:25](O)(=O)[CH3:26].[BH-](OC(C)=O)(OC(C)=O)O[C:31](C)=O.[Na+].C([O-])([O-])=O.[Na+].[Na+]. Product: [NH4+:7].[OH-:12].[F:1][C:2]1[N:7]2[CH:8]=[C:9]([CH2:11][N:24]([CH2:31][CH2:25][CH3:26])[C@@H:22]3[C:23]4[N:14]=[CH:15][CH:16]=[CH:17][C:18]=4[CH2:19][CH2:20][CH2:21]3)[N:10]=[C:6]2[C:5]([F:13])=[CH:4][CH:3]=1. The catalyst class is: 26. (2) The catalyst class is: 5. Reactant: C([O:3][C:4]([C:6]([CH3:37])([O:8][C:9]1[CH:14]=[CH:13][C:12]([CH2:15][CH2:16][CH2:17][C:18]([NH:20][N:21]([CH2:28][C:29]2[CH:34]=[CH:33][C:32]([Cl:35])=[C:31]([Cl:36])[CH:30]=2)[C:22]([NH:24][CH2:25][CH2:26][CH3:27])=[O:23])=[O:19])=[CH:11][CH:10]=1)[CH3:7])=[O:5])C.[OH-].[Na+]. Product: [C:4]([C:6]([CH3:37])([O:8][C:9]1[CH:14]=[CH:13][C:12]([CH2:15][CH2:16][CH2:17][C:18]([NH:20][N:21]([CH2:28][C:29]2[CH:34]=[CH:33][C:32]([Cl:35])=[C:31]([Cl:36])[CH:30]=2)[C:22]([NH:24][CH2:25][CH2:26][CH3:27])=[O:23])=[O:19])=[CH:11][CH:10]=1)[CH3:7])([OH:5])=[O:3]. (3) The catalyst class is: 1. Product: [CH3:29][C:30]1[CH:37]=[CH:36][CH:35]=[C:34]([CH3:38])[C:31]=1[CH2:32][O:1][C:2]1[CH:3]=[C:4]([CH:10]=[CH:11][C:12]=1[O:13][CH3:14])[C:5]([O:7][CH2:8][CH3:9])=[O:6]. Reactant: [OH:1][C:2]1[CH:3]=[C:4]([CH:10]=[CH:11][C:12]=1[O:13][CH3:14])[C:5]([O:7][CH2:8][CH3:9])=[O:6].N(C(OC(C)C)=O)=NC(OC(C)C)=O.[CH3:29][C:30]1[CH:37]=[CH:36][CH:35]=[C:34]([CH3:38])[C:31]=1[CH2:32]O.C1(P(C2C=CC=CC=2)C2C=CC=CC=2)C=CC=CC=1. (4) Reactant: [Cl:1][C:2]1[CH:3]=[C:4]([CH:22]=[CH:23][C:24]=1[Cl:25])[O:5][CH:6]1[CH2:11][CH2:10][N:9]([CH2:12][CH2:13][NH:14]C(=O)OC(C)(C)C)[CH2:8][CH2:7]1.[F:26][C:27]([F:32])([F:31])[C:28]([OH:30])=[O:29]. Product: [F:26][C:27]([F:32])([F:31])[C:28]([OH:30])=[O:29].[Cl:1][C:2]1[CH:3]=[C:4]([CH:22]=[CH:23][C:24]=1[Cl:25])[O:5][CH:6]1[CH2:7][CH2:8][N:9]([CH2:12][CH2:13][NH2:14])[CH2:10][CH2:11]1. The catalyst class is: 4. (5) Product: [Cl:25][C@H:26]1[CH2:30][N:29]([C:22]([O:21][CH2:20][CH:18]2[C:19]3[CH:7]=[CH:8][CH:9]=[CH:10][C:11]=3[C:16]3[C:17]2=[CH:12][CH:13]=[CH:14][CH:15]=3)=[O:23])[C@@H:28]2[C@@H:31]([OH:34])[CH2:32][O:33][C@H:27]12. Reactant: C(=O)([O-])[O-].[Na+].[Na+].[CH:7]1[C:19]2[CH:18]([CH2:20][O:21][C:22](Cl)=[O:23])[C:17]3[C:12](=[CH:13][CH:14]=[CH:15][CH:16]=3)[C:11]=2[CH:10]=[CH:9][CH:8]=1.[Cl:25][C@H:26]1[CH2:30][NH:29][C@@H:28]2[C@@H:31]([OH:34])[CH2:32][O:33][C@H:27]12. The catalyst class is: 127. (6) Reactant: [CH3:1][C:2]([S:5](Cl)=[O:6])([CH3:4])[CH3:3].Cl.[NH2:9][C:10]1([C:13]#[N:14])[CH2:12][CH2:11]1.C(N(C(C)C)C(C)C)C. Product: [C:13]([C:10]1([NH:9][S:5]([C:2]([CH3:4])([CH3:3])[CH3:1])=[O:6])[CH2:12][CH2:11]1)#[N:14]. The catalyst class is: 154. (7) Reactant: F[C:2]1[CH:18]=[CH:17][C:5]([C:6]([N:8]([CH2:13][CH:14]([CH3:16])[CH3:15])[CH2:9][CH:10]([CH3:12])[CH3:11])=[O:7])=[CH:4][C:3]=1[N+:19]([O-:21])=[O:20].[N:22]1[CH:27]=[CH:26][CH:25]=[CH:24][C:23]=1[CH2:28][CH2:29][NH:30][CH2:31][CH2:32][CH2:33][NH2:34].[C:35](=O)([O-])[O-].[Cs+].[Cs+]. Product: [CH2:9]([N:8]([CH2:13][CH:14]([CH3:16])[CH3:15])[C:6](=[O:7])[C:5]1[CH:17]=[CH:18][C:2]([NH:34][CH2:33][CH2:32][CH2:31][N:30]([CH3:35])[CH2:29][CH2:28][C:23]2[CH:24]=[CH:25][CH:26]=[CH:27][N:22]=2)=[C:3]([N+:19]([O-:21])=[O:20])[CH:4]=1)[CH:10]([CH3:12])[CH3:11]. The catalyst class is: 10. (8) Product: [CH3:3][O:5][C:6](=[O:33])[CH2:7][C:13]1[CH:14]=[C:15]2[C:20](=[CH:21][CH:22]=1)[N:19]=[CH:18][N:17]([CH2:23][C:24]1[CH:25]=[CH:26][C:27]([O:30][CH3:31])=[CH:28][CH:29]=1)[C:16]2=[O:32]. Reactant: [OH-].[Na+].[CH2:3]([O:5][C:6](=[O:33])[CH:7]([C:13]1[CH:14]=[C:15]2[C:20](=[CH:21][CH:22]=1)[N:19]=[CH:18][N:17]([CH2:23][C:24]1[CH:29]=[CH:28][C:27]([O:30][CH3:31])=[CH:26][CH:25]=1)[C:16]2=[O:32])C(OCC)=O)C. The catalyst class is: 5. (9) Reactant: [CH2:1]([O:8][C:9]1[CH:14]=[CH:13][C:12]([Br:15])=[CH:11][C:10]=1[CH:16]([C:20]1[CH:25]=[CH:24][CH:23]=[CH:22][CH:21]=1)[CH2:17][CH2:18][OH:19])[C:2]1[CH:7]=[CH:6][CH:5]=[CH:4][CH:3]=1.C(N(CC)CC)C.[C:33]1([CH3:43])[CH:38]=[CH:37][C:36]([S:39](Cl)(=[O:41])=[O:40])=[CH:35][CH:34]=1.Cl. Product: [CH2:1]([O:8][C:9]1[CH:14]=[CH:13][C:12]([Br:15])=[CH:11][C:10]=1[CH:16]([C:20]1[CH:25]=[CH:24][CH:23]=[CH:22][CH:21]=1)[CH2:17][CH2:18][O:19][S:39]([C:36]1[CH:37]=[CH:38][C:33]([CH3:43])=[CH:34][CH:35]=1)(=[O:41])=[O:40])[C:2]1[CH:3]=[CH:4][CH:5]=[CH:6][CH:7]=1. The catalyst class is: 229.